This data is from Catalyst prediction with 721,799 reactions and 888 catalyst types from USPTO. The task is: Predict which catalyst facilitates the given reaction. Reactant: [C:1]([O-:6])(=O)[C:2]([O-])=O.ClCC(Cl)=O.[O:12]1[C:17]2[CH:18]=[CH:19][CH:20]=[C:21]([N:22]3[CH2:27][CH2:26][NH:25][CH2:24][CH2:23]3)[C:16]=2[O:15][CH2:14][CH2:13]1.C(=O)([O-])[O-].[K+].[K+].[Cl:34][C:35]1[CH:36]=[C:37]([SH:42])[CH:38]=[CH:39][C:40]=1[Cl:41].CC(C)([O-])C.[K+]. Product: [O:12]1[C:17]2[CH:18]=[CH:19][CH:20]=[C:21]([N:22]3[CH2:27][CH2:26][N:25]([C:1]([CH2:2][S:42][C:37]4[CH:38]=[CH:39][C:40]([Cl:41])=[C:35]([Cl:34])[CH:36]=4)=[O:6])[CH2:24][CH2:23]3)[C:16]=2[O:15][CH2:14][CH2:13]1. The catalyst class is: 7.